From a dataset of Forward reaction prediction with 1.9M reactions from USPTO patents (1976-2016). Predict the product of the given reaction. (1) Given the reactants [H-].[Al+3].[Li+].[H-].[H-].[H-].[N:7]([C@@H:10]([C@H:14]([CH2:20][CH3:21])[CH2:15][C:16]([F:19])([F:18])[F:17])[C:11](O)=[O:12])=[N+]=[N-], predict the reaction product. The product is: [NH2:7][C@@H:10]([C@H:14]([CH2:20][CH3:21])[CH2:15][C:16]([F:17])([F:18])[F:19])[CH2:11][OH:12]. (2) Given the reactants Br[C:2]1[CH:7]=[CH:6][N:5]=[C:4]([O:8][CH3:9])[CH:3]=1.[C:10]1(/[CH:16]=[CH:17]/B(O)O)[CH:15]=[CH:14][CH:13]=[CH:12][CH:11]=1.C([O-])([O-])=O.[K+].[K+], predict the reaction product. The product is: [CH3:9][O:8][C:4]1[CH:3]=[C:2](/[CH:17]=[CH:16]/[C:10]2[CH:15]=[CH:14][CH:13]=[CH:12][CH:11]=2)[CH:7]=[CH:6][N:5]=1. (3) Given the reactants C([O:4][C@H:5]1[C@@H:30]([O:31]C(=O)C)[C@H:29]([O:35]C(=O)C)[C@@H:28]([CH2:39][O:40]C(=O)C)[O:27][C@@H:6]1[O:7][C:8]1[CH:13]=[CH:12][C:11]([N:14]2[C:22]3[C:17](=[CH:18][C:19]([N+:23]([O-:25])=[O:24])=[CH:20][CH:21]=3)[CH2:16][CH2:15]2)=[CH:10][C:9]=1[Cl:26])(=O)C.C[O-].[Na+], predict the reaction product. The product is: [O:7]([C:8]1[CH:13]=[CH:12][C:11]([N:14]2[C:22]3[C:17](=[CH:18][C:19]([N+:23]([O-:25])=[O:24])=[CH:20][CH:21]=3)[CH2:16][CH2:15]2)=[CH:10][C:9]=1[Cl:26])[C@H:6]1[O:27][C@H:28]([CH2:39][OH:40])[C@@H:29]([OH:35])[C@H:30]([OH:31])[C@@H:5]1[OH:4]. (4) Given the reactants [C:1]([NH:4][C:5]1[NH:6][C:7](=[O:33])[C:8]2[S:13][C:12](=[O:14])[N:11]([C@@H:15]3[O:27][C@H:26]([CH2:28][O:29][C:30](=[O:32])[CH3:31])[C@@H:21]([O:22][C:23](=[O:25])[CH3:24])[C@H:16]3[O:17][C:18](=[O:20])[CH3:19])[C:9]=2[N:10]=1)(=[O:3])[CH3:2].[CH:34]([C:37]1[CH:42]=[C:41]([CH:43]([CH3:45])[CH3:44])[CH:40]=[C:39]([CH:46]([CH3:48])[CH3:47])[C:38]=1[S:49](Cl)(=[O:51])=[O:50])([CH3:36])[CH3:35], predict the reaction product. The product is: [C:1]([NH:4][C:5]1[N:6]=[C:7]([O:33][S:49]([C:38]2[C:39]([CH:46]([CH3:47])[CH3:48])=[CH:40][C:41]([CH:43]([CH3:45])[CH3:44])=[CH:42][C:37]=2[CH:34]([CH3:36])[CH3:35])(=[O:51])=[O:50])[C:8]2[S:13][C:12](=[O:14])[N:11]([C@@H:15]3[O:27][C@H:26]([CH2:28][O:29][C:30](=[O:32])[CH3:31])[C@@H:21]([O:22][C:23](=[O:25])[CH3:24])[C@H:16]3[O:17][C:18](=[O:20])[CH3:19])[C:9]=2[N:10]=1)(=[O:3])[CH3:2]. (5) Given the reactants [CH3:1][O:2][C:3]1[CH:4]=[C:5]2[C:10](=[CH:11][C:12]=1[O:13][CH3:14])[N:9]=[CH:8][N:7]=[C:6]2[O:15][C:16]1[CH:17]=[N:18][N:19]([CH2:21][C:22](O)=[O:23])[CH:20]=1.[NH2:25][C:26]1[S:27][C:28]([CH2:31][OH:32])=[CH:29][N:30]=1, predict the reaction product. The product is: [OH:32][CH2:31][C:28]1[S:27][C:26]([NH:25][C:22](=[O:23])[CH2:21][N:19]2[CH:20]=[C:16]([O:15][C:6]3[C:5]4[C:10](=[CH:11][C:12]([O:13][CH3:14])=[C:3]([O:2][CH3:1])[CH:4]=4)[N:9]=[CH:8][N:7]=3)[CH:17]=[N:18]2)=[N:30][CH:29]=1. (6) Given the reactants N[C:2]1[CH:15]=[C:14]2[C:5]([S:6][C:7]3[C:8]([C:16]4[O:17][C:18]([N:23]5[CH2:28][CH2:27][O:26][CH2:25][CH2:24]5)=[CH:19][C:20](=[O:22])[CH:21]=4)=[CH:9][CH:10]=[CH:11][C:12]=3[CH2:13]2)=[CH:4][CH:3]=1.F[B-](F)(F)F.[H+].N([O:37][C:38](C)(C)C)=O.C([SiH](C(C)C)C(C)C)(C)C, predict the reaction product. The product is: [N:23]1([C:18]2[O:17][C:16]([C:8]3[CH:9]=[CH:10][CH:11]=[C:12]4[C:7]=3[S:6][C:5]3[CH:4]=[CH:3][C:2]([CH:38]=[O:37])=[CH:15][C:14]=3[CH2:13]4)=[CH:21][C:20](=[O:22])[CH:19]=2)[CH2:28][CH2:27][O:26][CH2:25][CH2:24]1.